Dataset: Full USPTO retrosynthesis dataset with 1.9M reactions from patents (1976-2016). Task: Predict the reactants needed to synthesize the given product. (1) Given the product [Cl:13][C:10]1[CH:11]=[CH:12][C:7]([B:22]([OH:27])[OH:23])=[CH:8][C:9]=1[O:14][CH2:15][C:16]([F:21])([F:20])[CH:17]([F:19])[F:18], predict the reactants needed to synthesize it. The reactants are: C([Li])CCC.Br[C:7]1[CH:12]=[CH:11][C:10]([Cl:13])=[C:9]([O:14][CH2:15][C:16]([F:21])([F:20])[CH:17]([F:19])[F:18])[CH:8]=1.[B:22](OC(C)C)([O:27]C(C)C)[O:23]C(C)C.Cl. (2) Given the product [CH:18]1([CH2:21][C@H:22]([NH:28][C:29]([C:31]2[CH:36]=[CH:35][C:34]([CH:37]3[CH2:39][CH2:38]3)=[C:33]([O:43][CH2:44][CH:45]3[CH2:47][CH2:46]3)[N:32]=2)=[O:30])[C:23]2[S:24][CH:25]=[CH:26][N:27]=2)[CH2:19][CH2:20]1, predict the reactants needed to synthesize it. The reactants are: C1(C2C=CC(C(O)=O)=NC=2OCC2CC2)CC1.[CH:18]1([CH2:21][C@H:22]([NH:28][C:29]([C:31]2[CH:36]=[CH:35][C:34]([CH:37]3CCO[CH2:39][CH2:38]3)=[C:33]([O:43][CH2:44][CH:45]3[CH2:47][CH2:46]3)[N:32]=2)=[O:30])[C:23]2[S:24][CH:25]=[CH:26][N:27]=2)[CH2:20][CH2:19]1. (3) Given the product [CH2:13]([O:15][C:16]1[N:17]([CH2:30][C:31]2[CH:32]=[CH:33][C:34]([C:37]3[CH:42]=[CH:41][CH:40]=[CH:39][C:38]=3[C:43]3[NH:3][C:4](=[O:7])[O:5][N:44]=3)=[CH:35][CH:36]=2)[C:18](=[O:29])[C:19]([C:23]2[CH:24]=[CH:25][CH:26]=[CH:27][CH:28]=2)=[C:20]([CH3:22])[N:21]=1)[CH3:14], predict the reactants needed to synthesize it. The reactants are: [Cl-].O[NH3+:3].[C:4](=[O:7])([O-])[OH:5].[Na+].CS(C)=O.[CH2:13]([O:15][C:16]1[N:17]([CH2:30][C:31]2[CH:36]=[CH:35][C:34]([C:37]3[C:38]([C:43]#[N:44])=[CH:39][CH:40]=[CH:41][CH:42]=3)=[CH:33][CH:32]=2)[C:18](=[O:29])[C:19]([C:23]2[CH:28]=[CH:27][CH:26]=[CH:25][CH:24]=2)=[C:20]([CH3:22])[N:21]=1)[CH3:14]. (4) Given the product [NH2:6][C:7]1[CH:8]=[CH:9][CH:10]=[CH:11][C:1]=1[C:2]([NH:13][C:14]1[CH:19]=[CH:18][CH:17]=[CH:16][N:15]=1)=[O:4], predict the reactants needed to synthesize it. The reactants are: [C:1]12[C:7](=[CH:8][CH:9]=[CH:10][CH:11]=1)[NH:6]C(=O)[O:4][C:2]2=O.[NH2:13][C:14]1[CH:19]=[CH:18][CH:17]=[CH:16][N:15]=1. (5) Given the product [OH:16][C@H:17]1[CH2:22][CH2:21][C@@H:20]([NH:23][C:24]2[C:29]([C:30]#[N:31])=[CH:28][N:27]=[C:26]([NH:45][CH2:42][CH2:41][C:11]3[CH:10]=[CH:9][CH:8]=[C:7]([N:6]4[C:2]([CH3:1])=[N:3][N:4]=[N:5]4)[CH:12]=3)[N:25]=2)[CH2:19][C:18]1([CH3:37])[CH3:36], predict the reactants needed to synthesize it. The reactants are: [CH3:1][C:2]1[N:6]([C:7]2[CH:12]=[CH:11][CH:10]=[CH:9][C:8]=2CCN)[N:5]=[N:4][N:3]=1.[OH:16][C@H:17]1[CH2:22][CH2:21][C@@H:20]([NH:23][C:24]2[C:29]([C:30]#[N:31])=[CH:28][N:27]=[C:26](S(C)(=O)=O)[N:25]=2)[CH2:19][C:18]1([CH3:37])[CH3:36].O[C@H]1CC[C@@H:42]([NH:45]C2C(C#N)=CN=C(S(C)=O)N=2)[CH2:41]C1(C)C.CCN(C(C)C)C(C)C. (6) Given the product [I:24][C:7]1[CH:8]=[C:9]([CH3:10])[C:2]([CH3:1])=[CH:3][C:4]=1[CH2:5][OH:6], predict the reactants needed to synthesize it. The reactants are: [CH3:1][C:2]1[CH:3]=[C:4]([CH:7]=[CH:8][C:9]=1[CH3:10])[CH2:5][OH:6].CN(C)CCN(C)C.C([Li])CCC.[I:24]I.S(=O)(=O)(O)O. (7) Given the product [Cl:31][C:32]1[CH:33]=[CH:34][C:35]([CH:38]([NH:42][C:43]([C:45]2([NH:60][C:61](=[O:67])[O:62][C:63]([CH3:66])([CH3:65])[CH3:64])[CH2:46][CH2:47][N:48]([C:51]3[C:52]4[CH:59]=[CH:58][NH:57][C:53]=4[N:54]=[CH:55][N:56]=3)[CH2:49][CH2:50]2)=[O:44])[CH2:39][CH2:40][N:24]2[C:20](=[O:30])[C:21]3[C:22](=[CH:26][CH:27]=[CH:28][CH:29]=3)[C:23]2=[O:25])=[CH:36][CH:37]=1, predict the reactants needed to synthesize it. The reactants are: C1(P(C2C=CC=CC=2)C2C=CC=CC=2)C=CC=CC=1.[C:20]1(=[O:30])[NH:24][C:23](=[O:25])[C:22]2=[CH:26][CH:27]=[CH:28][CH:29]=[C:21]12.[Cl:31][C:32]1[CH:37]=[CH:36][C:35]([CH:38]([NH:42][C:43]([C:45]2([NH:60][C:61](=[O:67])[O:62][C:63]([CH3:66])([CH3:65])[CH3:64])[CH2:50][CH2:49][N:48]([C:51]3[C:52]4[CH:59]=[CH:58][NH:57][C:53]=4[N:54]=[CH:55][N:56]=3)[CH2:47][CH2:46]2)=[O:44])[CH2:39][CH2:40]O)=[CH:34][CH:33]=1.N(C(OCC)=O)=NC(OCC)=O. (8) Given the product [NH2:12][C:2]1[CH:7]=[C:6]([C:8]([F:11])([F:10])[F:9])[N:5]=[CH:4][N:3]=1, predict the reactants needed to synthesize it. The reactants are: Cl[C:2]1[CH:7]=[C:6]([C:8]([F:11])([F:10])[F:9])[N:5]=[CH:4][N:3]=1.[NH3:12]. (9) Given the product [Cl:1][C:2]1[CH:8]=[C:7]([CH3:14])[C:6]([CH:10]2[CH2:12][CH2:11]2)=[C:5]([F:13])[C:3]=1[NH2:4], predict the reactants needed to synthesize it. The reactants are: [Cl:1][C:2]1[CH:8]=[C:7](Br)[C:6]([CH:10]2[CH2:12][CH2:11]2)=[C:5]([F:13])[C:3]=1[NH2:4].[CH3:14]B1OB(C)OB(C)O1.C(=O)([O-])[O-].[K+].[K+]. (10) Given the product [CH3:16][O:15][C:7]1[CH:8]=[CH:9][C:10]([N+:12]([O-:14])=[O:13])=[CH:11][C:6]=1[NH:5][C:3](=[O:4])[CH2:2][N:17]1[CH2:22][CH2:21][O:20][CH2:19][CH2:18]1, predict the reactants needed to synthesize it. The reactants are: Cl[CH2:2][C:3]([NH:5][C:6]1[CH:11]=[C:10]([N+:12]([O-:14])=[O:13])[CH:9]=[CH:8][C:7]=1[O:15][CH3:16])=[O:4].[NH:17]1[CH2:22][CH2:21][O:20][CH2:19][CH2:18]1.C(N(CC)CC)C.[I-].[K+].